From a dataset of Peptide-MHC class II binding affinity with 134,281 pairs from IEDB. Regression. Given a peptide amino acid sequence and an MHC pseudo amino acid sequence, predict their binding affinity value. This is MHC class II binding data. (1) The peptide sequence is VVIALLVLAVGPAYS. The MHC is H-2-IAd with pseudo-sequence H-2-IAd. The binding affinity (normalized) is 0.451. (2) The peptide sequence is VLGLPAIKAWVAKRP. The MHC is HLA-DPA10201-DPB10501 with pseudo-sequence HLA-DPA10201-DPB10501. The binding affinity (normalized) is 0.254.